From a dataset of Reaction yield outcomes from USPTO patents with 853,638 reactions. Predict the reaction yield, written as a fraction of the theoretical maximum amount of product (1.0 means a 100% yield; for example, 0.34 means a 34% yield). The yield is 0.770. The catalyst is C(O)(=O)C. The reactants are [O:1]1[CH2:6][CH2:5][N:4]([C:7]2[CH:8]=[C:9]([CH:18]=[CH:19][CH:20]=2)[O:10][C:11]2[C:12]([NH2:17])=[N:13][CH:14]=[CH:15][CH:16]=2)[CH2:3][CH2:2]1.[Br:21]Br. The product is [Br:21][C:18]1[CH:19]=[CH:20][C:7]([N:4]2[CH2:5][CH2:6][O:1][CH2:2][CH2:3]2)=[CH:8][C:9]=1[O:10][C:11]1[C:12]([NH2:17])=[N:13][CH:14]=[CH:15][CH:16]=1.